From a dataset of Catalyst prediction with 721,799 reactions and 888 catalyst types from USPTO. Predict which catalyst facilitates the given reaction. (1) Reactant: [OH:1][C@@H:2]1[CH2:7][N:6](C(OCC2C=CC=CC=2)=O)[C@H:5]([C:18]([O:20][C:21]([CH3:24])([CH3:23])[CH3:22])=[O:19])[CH2:4][CH2:3]1. Product: [OH:1][C@@H:2]1[CH2:7][NH:6][C@H:5]([C:18]([O:20][C:21]([CH3:24])([CH3:23])[CH3:22])=[O:19])[CH2:4][CH2:3]1. The catalyst class is: 178. (2) Product: [Br:8][C:17]1[CH:18]=[C:19]([S:22]([NH2:25])(=[O:24])=[O:23])[N:20]([CH3:21])[C:16]=1[CH2:15][CH:9]1[CH2:10][CH2:11][CH2:12][CH2:13][CH2:14]1. The catalyst class is: 1. Reactant: C1C(=O)N([Br:8])C(=O)C1.[CH:9]1([CH2:15][C:16]2[N:20]([CH3:21])[C:19]([S:22]([NH2:25])(=[O:24])=[O:23])=[CH:18][CH:17]=2)[CH2:14][CH2:13][CH2:12][CH2:11][CH2:10]1.O.